From a dataset of Full USPTO retrosynthesis dataset with 1.9M reactions from patents (1976-2016). Predict the reactants needed to synthesize the given product. Given the product [F:1][C:2]1[CH:7]=[C:6]([S:8]([CH3:11])(=[O:9])=[O:10])[C:5]([F:12])=[CH:4][C:3]=1[NH:13][C@H:14]1[CH2:20][CH2:19][CH2:18][CH2:17][N:16]([CH:21]2[CH2:26][CH2:25][N:24]([C:27]3[N:28]=[C:34]([C:33]([F:44])([F:43])[F:32])[O:30][N:29]=3)[CH2:23][CH2:22]2)[C:15]1=[O:31], predict the reactants needed to synthesize it. The reactants are: [F:1][C:2]1[CH:7]=[C:6]([S:8]([CH3:11])(=[O:10])=[O:9])[C:5]([F:12])=[CH:4][C:3]=1[NH:13][C@H:14]1[CH2:20][CH2:19][CH2:18][CH2:17][N:16]([CH:21]2[CH2:26][CH2:25][N:24]([C:27](=[N:29][OH:30])[NH2:28])[CH2:23][CH2:22]2)[C:15]1=[O:31].[F:32][C:33]([F:44])([F:43])[C:34](O[C:34](=O)[C:33]([F:44])([F:43])[F:32])=O.